This data is from Reaction yield outcomes from USPTO patents with 853,638 reactions. The task is: Predict the reaction yield, written as a fraction of the theoretical maximum amount of product (1.0 means a 100% yield; for example, 0.34 means a 34% yield). The reactants are [NH2:1][C:2]1[S:6][N:5]=[C:4]([CH3:7])[C:3]=1[C:8]([NH:10][C:11]1[CH:16]=[CH:15][CH:14]=[CH:13][C:12]=1[CH2:17][CH3:18])=[O:9].Cl[C:20]1[N:25]=[C:24]([C:26]2[CH:31]=[CH:30][CH:29]=[CH:28][CH:27]=2)[CH:23]=[CH:22][N:21]=1.C(=O)([O-])[O-].[Cs+].[Cs+].CC1(C)C2C(=C(P(C3C=CC=CC=3)C3C=CC=CC=3)C=CC=2)OC2C(P(C3C=CC=CC=3)C3C=CC=CC=3)=CC=CC1=2. The catalyst is O1CCOCC1.CN(C=O)C.C([O-])(=O)C.[Pd+2].C([O-])(=O)C. The product is [CH2:17]([C:12]1[CH:13]=[CH:14][CH:15]=[CH:16][C:11]=1[NH:10][C:8]([C:3]1[C:4]([CH3:7])=[N:5][S:6][C:2]=1[NH:1][C:20]1[N:25]=[C:24]([C:26]2[CH:31]=[CH:30][CH:29]=[CH:28][CH:27]=2)[CH:23]=[CH:22][N:21]=1)=[O:9])[CH3:18]. The yield is 0.130.